Dataset: Forward reaction prediction with 1.9M reactions from USPTO patents (1976-2016). Task: Predict the product of the given reaction. (1) Given the reactants Cl.[CH3:2][C:3]1[CH:8]=[CH:7][N:6]=[C:5]([N:9]2[CH2:14][CH2:13][NH:12][CH2:11][CH2:10]2)[N:4]=1.[O:15]=[C:16]1[NH:25][C:24]2[N:23]=[C:22]([O:26][CH2:27][CH2:28][CH2:29][CH:30]=O)[CH:21]=[CH:20][C:19]=2[CH2:18][CH2:17]1, predict the reaction product. The product is: [CH3:2][C:3]1[CH:8]=[CH:7][N:6]=[C:5]([N:9]2[CH2:10][CH2:11][N:12]([CH2:30][CH2:29][CH2:28][CH2:27][O:26][C:22]3[N:23]=[C:24]4[C:19]([CH2:18][CH2:17][C:16](=[O:15])[NH:25]4)=[CH:20][CH:21]=3)[CH2:13][CH2:14]2)[N:4]=1. (2) Given the reactants [H-].[Na+].[CH:3]1([S:6]([NH2:9])(=[O:8])=[O:7])[CH2:5][CH2:4]1.[CH3:10][C:11]1([CH3:36])[CH2:20][C:19]2[C:14](=[CH:15][CH:16]=[C:17]([C:21](O)=[O:22])[CH:18]=2)[NH:13][CH:12]1[C:24]1[CH:25]=[N:26][CH:27]=[C:28]([N:30]2[CH2:35][CH2:34][O:33][CH2:32][CH2:31]2)[CH:29]=1.C(N1C=CN=C1)(N1C=CN=C1)=O, predict the reaction product. The product is: [CH3:10][C:11]1([CH3:36])[CH2:20][C:19]2[C:14](=[CH:15][CH:16]=[C:17]([C:21]([NH:9][S:6]([CH:3]3[CH2:5][CH2:4]3)(=[O:8])=[O:7])=[O:22])[CH:18]=2)[NH:13][CH:12]1[C:24]1[CH:25]=[N:26][CH:27]=[C:28]([N:30]2[CH2:31][CH2:32][O:33][CH2:34][CH2:35]2)[CH:29]=1. (3) Given the reactants [CH2:1]=[CH:2][C:3]1[CH:8]=[CH:7][CH:6]=[CH:5][CH:4]=1.[C:9](OCCCC)(=O)[CH:10]=C, predict the reaction product. The product is: [CH:2]([C:3]1[CH:8]=[CH:7][CH:6]=[CH:5][C:4]=1[CH:9]=[CH2:10])=[CH2:1].[CH4:1]. (4) Given the reactants Cl[CH2:2][C:3]([NH:5][C:6]1[CH:27]=[CH:26][C:9]2[N:10]=[C:11]([NH:14][CH:15]3[C:23]4[C:18](=[CH:19][CH:20]=[CH:21][C:22]=4[O:24][CH3:25])[CH2:17][CH2:16]3)[O:12][CH2:13][C:8]=2[CH:7]=1)=[O:4].[NH:28]1[CH2:33][CH2:32][O:31][CH2:30][CH2:29]1, predict the reaction product. The product is: [CH3:25][O:24][C:22]1[CH:21]=[CH:20][CH:19]=[C:18]2[C:23]=1[CH:15]([NH:14][C:11]1[O:12][CH2:13][C:8]3[CH:7]=[C:6]([NH:5][C:3](=[O:4])[CH2:2][N:28]4[CH2:33][CH2:32][O:31][CH2:30][CH2:29]4)[CH:27]=[CH:26][C:9]=3[N:10]=1)[CH2:16][CH2:17]2.